Dataset: Reaction yield outcomes from USPTO patents with 853,638 reactions. Task: Predict the reaction yield, written as a fraction of the theoretical maximum amount of product (1.0 means a 100% yield; for example, 0.34 means a 34% yield). (1) The reactants are Cl[C:2]1[CH:3]=[CH:4][C:5]([CH2:8][N:9]2[CH2:15][CH2:14][C:13]3[S:16][C:17]([NH:19][C:20]4[N:25]=[CH:24][C:23]([F:26])=[CH:22][N:21]=4)=[N:18][C:12]=3[C:11]3[CH:27]=[N:28][N:29]([CH2:30][C:31]4[CH:36]=[CH:35][C:34]([O:37][CH3:38])=[CH:33][CH:32]=4)[C:10]2=3)=[N:6][CH:7]=1.N#N.[NH:41]1[CH2:46][CH2:45][O:44][CH2:43][CH2:42]1.C(O[K])(C)(C)C.C1(P(C2CCCCC2)C2C=CC=CC=2C2C(C(C)C)=CC(C(C)C)=CC=2C(C)C)CCCCC1. The catalyst is C1(C)C=CC=CC=1.C1C=CC(/C=C/C(/C=C/C2C=CC=CC=2)=O)=CC=1.C1C=CC(/C=C/C(/C=C/C2C=CC=CC=2)=O)=CC=1.C1C=CC(/C=C/C(/C=C/C2C=CC=CC=2)=O)=CC=1.[Pd].[Pd]. The product is [F:26][C:23]1[CH:22]=[N:21][C:20]([NH:19][C:17]2[S:16][C:13]3[CH2:14][CH2:15][N:9]([CH2:8][C:5]4[CH:4]=[CH:3][C:2]([N:41]5[CH2:46][CH2:45][O:44][CH2:43][CH2:42]5)=[CH:7][N:6]=4)[C:10]4[N:29]([CH2:30][C:31]5[CH:36]=[CH:35][C:34]([O:37][CH3:38])=[CH:33][CH:32]=5)[N:28]=[CH:27][C:11]=4[C:12]=3[N:18]=2)=[N:25][CH:24]=1. The yield is 0.620. (2) The reactants are [CH3:1][O:2][C:3]1[CH:4]=[C:5]([NH:11][C:12]2[C:13]([NH:22][S:23]([C:26]3[CH:27]=[N:28][CH:29]=[CH:30][CH:31]=3)(=[O:25])=[O:24])=[N:14][C:15]3[C:20]([N:21]=2)=[CH:19][CH:18]=[CH:17][CH:16]=3)[CH:6]=[C:7]([O:9][CH3:10])[CH:8]=1.[CH3:32][N:33]([CH3:37])[CH2:34][CH2:35][OH:36].[H-].[Na+]. The catalyst is CN(C=O)C. The product is [CH3:10][O:9][C:7]1[CH:6]=[C:5]([NH:11][C:12]2[C:13]([NH:22][S:23]([C:26]3[CH:27]=[N:28][C:29]([O:36][CH2:35][CH2:34][N:33]([CH3:37])[CH3:32])=[CH:30][CH:31]=3)(=[O:24])=[O:25])=[N:14][C:15]3[C:20]([N:21]=2)=[CH:19][CH:18]=[CH:17][CH:16]=3)[CH:4]=[C:3]([O:2][CH3:1])[CH:8]=1. The yield is 0.210. (3) The reactants are Cl[CH2:2][C:3]1[N:7]([CH2:8][CH2:9][CH3:10])[C:6]2[CH:11]=[CH:12][C:13]([CH2:15][O:16][Si:17]([CH3:23])([CH3:22])[C:18]([CH3:21])([CH3:20])[CH3:19])=[CH:14][C:5]=2[N:4]=1.[CH2:24]([NH2:27])[CH2:25][CH3:26]. The catalyst is C(#N)C. The product is [CH2:24]([NH:27][CH2:2][C:3]1[N:7]([CH2:8][CH2:9][CH3:10])[C:6]2[CH:11]=[CH:12][C:13]([CH2:15][O:16][Si:17]([CH3:23])([CH3:22])[C:18]([CH3:21])([CH3:20])[CH3:19])=[CH:14][C:5]=2[N:4]=1)[CH2:25][CH3:26]. The yield is 0.990. (4) The catalyst is C(Cl)Cl. The reactants are [CH2:1]([O:3][C:4](=[O:28])[CH:5]([C:11]1[CH:16]=[CH:15][C:14]([NH:17]C(OCC2C=CC=CC=2)=O)=[CH:13][CH:12]=1)[CH2:6][S:7][C:8](=[O:10])[CH3:9])[CH3:2].FC(F)(F)C(O)=O. The yield is 0.850. The product is [CH2:1]([O:3][C:4](=[O:28])[CH:5]([C:11]1[CH:16]=[CH:15][C:14]([NH2:17])=[CH:13][CH:12]=1)[CH2:6][S:7][C:8](=[O:10])[CH3:9])[CH3:2]. (5) The reactants are [C:1]([N:9]1[CH2:22][CH2:21][C:20]2[C:19]3[C:18]([C:23]4[CH:28]=[CH:27][CH:26]=[CH:25][C:24]=4[O:29]C)=[CH:17][CH:16]=[CH:15][C:14]=3[NH:13][C:12]=2[CH2:11][CH2:10]1)(=[O:8])[C:2]1[CH:7]=[CH:6][CH:5]=[CH:4][CH:3]=1.B(Br)(Br)Br. The catalyst is C(Cl)Cl. The product is [C:1]([N:9]1[CH2:22][CH2:21][C:20]2[C:19]3[C:18]([C:23]4[CH:28]=[CH:27][CH:26]=[CH:25][C:24]=4[OH:29])=[CH:17][CH:16]=[CH:15][C:14]=3[NH:13][C:12]=2[CH2:11][CH2:10]1)(=[O:8])[C:2]1[CH:3]=[CH:4][CH:5]=[CH:6][CH:7]=1. The yield is 0.880. (6) The reactants are CS(C)=O.[CH3:5][C:6]1[CH:7]=[CH:8][C:9]([O:12][CH2:13][C:14]2[CH:19]=[CH:18][C:17](/[CH:20]=[CH:21]/[N+:22]([O-:24])=[O:23])=[CH:16][CH:15]=2)=[N:10][CH:11]=1.C(O)(=O)C.[BH4-].[Na+]. The product is [CH3:5][C:6]1[CH:7]=[CH:8][C:9]([O:12][CH2:13][C:14]2[CH:19]=[CH:18][C:17]([CH2:20][CH2:21][N+:22]([O-:24])=[O:23])=[CH:16][CH:15]=2)=[N:10][CH:11]=1. The yield is 0.543. The catalyst is O. (7) The reactants are [Cl:1][C:2]1[N:7]=[C:6](Cl)[C:5]([F:9])=[CH:4][N:3]=1.[C:10]([C:13]1[CH:18]=[CH:17][C:16](B(O)O)=[CH:15][CH:14]=1)([OH:12])=[O:11].C([O-])([O-])=O.[Na+].[Na+]. The catalyst is C(COC)OC.C1C=CC([P]([Pd]([P](C2C=CC=CC=2)(C2C=CC=CC=2)C2C=CC=CC=2)([P](C2C=CC=CC=2)(C2C=CC=CC=2)C2C=CC=CC=2)[P](C2C=CC=CC=2)(C2C=CC=CC=2)C2C=CC=CC=2)(C2C=CC=CC=2)C2C=CC=CC=2)=CC=1. The product is [Cl:1][C:2]1[N:7]=[C:6]([C:16]2[CH:17]=[CH:18][C:13]([C:10]([OH:12])=[O:11])=[CH:14][CH:15]=2)[C:5]([F:9])=[CH:4][N:3]=1. The yield is 0.290.